From a dataset of Full USPTO retrosynthesis dataset with 1.9M reactions from patents (1976-2016). Predict the reactants needed to synthesize the given product. (1) Given the product [CH2:1]([O:3][C:4](=[O:23])[C:5]1[CH:10]=[CH:9][CH:8]=[C:7]([S:11][C:12]2[C:20]3[C:15](=[CH:16][C:17]([Cl:21])=[CH:18][CH:19]=3)[N:14]([C:25]3[CH:26]=[N:27][N:28]([CH2:30][C:31]([F:34])([F:33])[F:32])[CH:29]=3)[C:13]=2[CH3:22])[CH:6]=1)[CH3:2], predict the reactants needed to synthesize it. The reactants are: [CH2:1]([O:3][C:4](=[O:23])[C:5]1[CH:10]=[CH:9][CH:8]=[C:7]([S:11][C:12]2[C:20]3[C:15](=[CH:16][C:17]([Cl:21])=[CH:18][CH:19]=3)[NH:14][C:13]=2[CH3:22])[CH:6]=1)[CH3:2].Br[C:25]1[CH:26]=[N:27][N:28]([CH2:30][C:31]([F:34])([F:33])[F:32])[CH:29]=1.[O-]P([O-])([O-])=O.[K+].[K+].[K+].CN(C)CCN. (2) Given the product [C:1]([O:5][C:6]([N:8]1[CH2:13][CH2:12][N:11]([C:14](=[O:21])[CH2:15][CH2:16][CH2:17][CH:18]([CH3:20])[CH3:19])[CH2:10][C@@H:9]1[C@@H:22]([OH:45])[C@H:23]([NH2:31])[CH2:24][C:25]1[CH:26]=[CH:27][CH:28]=[CH:29][CH:30]=1)=[O:7])([CH3:3])([CH3:4])[CH3:2], predict the reactants needed to synthesize it. The reactants are: [C:1]([O:5][C:6]([N:8]1[CH2:13][CH2:12][N:11]([C:14](=[O:21])[CH2:15][CH2:16][CH2:17][CH:18]([CH3:20])[CH3:19])[CH2:10][C@@H:9]1[C@@H:22]([OH:45])[C@H:23]([N:31]=C(C1C=CC=CC=1)C1C=CC=CC=1)[CH2:24][C:25]1[CH:30]=[CH:29][CH:28]=[CH:27][CH:26]=1)=[O:7])([CH3:4])([CH3:3])[CH3:2]. (3) Given the product [CH3:19][O:20][C:21]1[CH:2]=[CH:3][C:4]([CH2:1][CH2:5][O:6][C:7]2[CH:15]=[CH:14][CH:13]=[C:12]3[C:8]=2[CH:9]=[C:10]([C:16]([OH:18])=[O:17])[NH:11]3)=[CH:23][CH:22]=1, predict the reactants needed to synthesize it. The reactants are: [CH:1]1([CH2:5][O:6][C:7]2[CH:15]=[CH:14][CH:13]=[C:12]3[C:8]=2[CH:9]=[C:10]([C:16]([OH:18])=[O:17])[NH:11]3)[CH2:4][CH2:3][CH2:2]1.[CH3:19][O:20][C:21]1C=CC(CCO)=[CH:23][CH:22]=1.C(OC(C1NC2C(C=1)=C(O)C=CC=2)=O)C. (4) Given the product [Cl-:28].[CH2:12]([C:5]1[CH:6]=[CH:7][CH:8]=[C:9]([CH2:10][CH3:11])[C:4]=1[N+:3]1[C:30]([CH3:29])=[C:31]([CH3:32])[S:15][CH:1]=1)[CH3:13], predict the reactants needed to synthesize it. The reactants are: [CH:1]([NH:3][C:4]1[C:9]([CH2:10][CH3:11])=[CH:8][CH:7]=[CH:6][C:5]=1[CH2:12][CH3:13])=O.P12(SP3(SP(SP(S3)(S1)=S)(=S)S2)=S)=[S:15].[Cl:28][CH2:29][CH2:30][C:31](=O)[CH3:32].C([O-])([O-])=O.[Na+].[Na+].